Predict the product of the given reaction. From a dataset of Forward reaction prediction with 1.9M reactions from USPTO patents (1976-2016). Given the reactants [C:1]([O:5][C:6]([N:8]1[CH2:13][CH2:12][C:11]([C:22]#[N:23])([C:14]2[C:19](F)=[CH:18][C:17]([Cl:21])=[CH:16][N:15]=2)[CH2:10][CH2:9]1)=[O:7])([CH3:4])([CH3:3])[CH3:2].C(O[AlH-](OC(C)(C)C)OC(C)(C)C)(C)(C)C.[Li+].[OH-].[Na+].O, predict the reaction product. The product is: [C:1]([O:5][C:6]([N:8]1[CH2:13][CH2:12][C:11]2([C:14]3[C:19](=[CH:18][C:17]([Cl:21])=[CH:16][N:15]=3)[NH:23][CH2:22]2)[CH2:10][CH2:9]1)=[O:7])([CH3:4])([CH3:3])[CH3:2].